Dataset: Full USPTO retrosynthesis dataset with 1.9M reactions from patents (1976-2016). Task: Predict the reactants needed to synthesize the given product. (1) Given the product [CH2:1]([C:3]([F:30])([CH2:28][CH3:29])[CH2:4][N:5]1[CH2:6][CH2:7][CH:8]([CH2:11][O:12][C:13]2[CH:14]=[N:15][C:16]([C:19]3[CH:27]=[CH:26][C:22]([C:23]([N:31]4[CH2:38][CH2:37][CH2:36][C@H:32]4[C:33]([NH2:35])=[O:34])=[O:24])=[CH:21][CH:20]=3)=[N:17][CH:18]=2)[CH2:9][CH2:10]1)[CH3:2], predict the reactants needed to synthesize it. The reactants are: [CH2:1]([C:3]([F:30])([CH2:28][CH3:29])[CH2:4][N:5]1[CH2:10][CH2:9][CH:8]([CH2:11][O:12][C:13]2[CH:14]=[N:15][C:16]([C:19]3[CH:27]=[CH:26][C:22]([C:23](O)=[O:24])=[CH:21][CH:20]=3)=[N:17][CH:18]=2)[CH2:7][CH2:6]1)[CH3:2].[NH:31]1[CH2:38][CH2:37][CH2:36][C@H:32]1[C:33]([NH2:35])=[O:34].C1C=CC2N(O)N=NC=2C=1.C(Cl)CCl.CCN(C(C)C)C(C)C.[NH4+].[Cl-]. (2) Given the product [Cl:35][C:30]1[CH:29]=[C:28]([NH:27][C:18]2[N:17]=[C:16]([N:5]3[C:4]([CH3:3])=[CH:8][C:7]([CH3:9])=[N:6]3)[N:24]=[C:23]3[C:19]=2[N:20]=[CH:21][N:22]3[CH2:25][CH3:26])[CH:33]=[CH:32][C:31]=1[Cl:34], predict the reactants needed to synthesize it. The reactants are: [H-].[Na+].[CH3:3][C:4]1[CH:8]=[C:7]([CH3:9])[NH:6][N:5]=1.CN(C)C=O.Cl[C:16]1[N:24]=[C:23]2[C:19]([N:20]=[CH:21][N:22]2[CH2:25][CH3:26])=[C:18]([NH:27][C:28]2[CH:33]=[CH:32][C:31]([Cl:34])=[C:30]([Cl:35])[CH:29]=2)[N:17]=1. (3) Given the product [C:1]([C:3]1[CH:4]=[C:5]2[C:9](=[CH:10][CH:11]=1)[NH:8][C:7]([OH:12])=[C:6]2[C:13]1[N:14]=[CH:15][C:16]([CH2:19][N:20]2[CH2:24][CH2:23][C@H:22]3[CH2:25][N:26]([C:28]([O:30][CH2:31][CH3:32])=[O:29])[CH2:27][C@@H:21]23)=[CH:17][CH:18]=1)#[N:2], predict the reactants needed to synthesize it. The reactants are: [C:1]([C:3]1[CH:4]=[C:5]2[C:9](=[CH:10][CH:11]=1)[NH:8][C:7]([OH:12])=[C:6]2[C:13]1[CH:18]=[CH:17][C:16]([CH2:19][N:20]2[CH2:24][CH2:23][C@H:22]3[CH2:25][N:26]([C:28]([O:30][CH2:31][CH3:32])=[O:29])[CH2:27][C@@H:21]23)=[CH:15][N+:14]=1[O-])#[N:2].P(Cl)(Cl)Cl. (4) Given the product [CH3:1][C:2]1[CH:10]=[CH:9][C:5]([C:6]([NH:40][C:32]2[CH:33]=[C:34]([C:36]([F:39])([F:38])[F:37])[CH:35]=[C:30]([N:28]3[CH:27]=[N:26][C:25]([CH3:24])=[CH:29]3)[CH:31]=2)=[O:8])=[CH:4][C:3]=1[NH:11][C:12]1[N:13]=[CH:14][CH:15]=[C:16]([C:18]2[CH:23]=[CH:22][CH:21]=[N:20][CH:19]=2)[N:17]=1, predict the reactants needed to synthesize it. The reactants are: [CH3:1][C:2]1[CH:10]=[CH:9][C:5]([C:6]([OH:8])=O)=[CH:4][C:3]=1[NH:11][C:12]1[N:17]=[C:16]([C:18]2[CH:19]=[N:20][CH:21]=[CH:22][CH:23]=2)[CH:15]=[CH:14][N:13]=1.[CH3:24][C:25]1[N:26]=[CH:27][N:28]([C:30]2[CH:31]=[C:32]([NH2:40])[CH:33]=[C:34]([C:36]([F:39])([F:38])[F:37])[CH:35]=2)[CH:29]=1.C(OP(C#N)(=O)OCC)C.C(N(CC)CC)C. (5) Given the product [Cl:1][C:2]1[C:7]([Cl:8])=[CH:6][CH:5]=[CH:4][C:3]=1[N:9]1[CH2:14][CH2:13][N:12]([CH2:15][CH2:16][CH2:17][CH2:18][CH2:19][C:20]2[CH:21]=[CH:22][C:23]3[O:24][CH2:25][C:26](=[O:30])[NH:27][C:28]=3[N:29]=2)[CH2:11][CH2:10]1, predict the reactants needed to synthesize it. The reactants are: [Cl:1][C:2]1[C:7]([Cl:8])=[CH:6][CH:5]=[CH:4][C:3]=1[N:9]1[CH2:14][CH2:13][N:12]([CH2:15][CH2:16][CH2:17][CH:18]=[CH:19][C:20]2[CH:21]=[CH:22][C:23]3[O:24][CH2:25][C:26](=[O:30])[NH:27][C:28]=3[N:29]=2)[CH2:11][CH2:10]1.C(OCC)(=O)C. (6) Given the product [ClH:30].[Br:1][C:2]1[CH:3]=[C:4]([CH:9]2[C:18]3[C:17](=[O:19])[CH2:16][NH:15][CH2:14][C:13]=3[NH:12][C:11]3[CH2:25][CH2:26][CH2:27][C:28](=[O:29])[C:10]2=3)[CH:5]=[CH:6][C:7]=1[F:8], predict the reactants needed to synthesize it. The reactants are: [Br:1][C:2]1[CH:3]=[C:4]([CH:9]2[C:18]3[C:17](=[O:19])[CH2:16][N:15](C(OC=C)=O)[CH2:14][C:13]=3[NH:12][C:11]3[CH2:25][CH2:26][CH2:27][C:28](=[O:29])[C:10]2=3)[CH:5]=[CH:6][C:7]=1[F:8].[ClH:30]. (7) Given the product [CH:1]1([NH:6][C:7]2[N:12]3[N:13]=[C:14]([C:16]4[CH:21]=[CH:20][CH:19]=[CH:18][CH:17]=4)[C:15]([I:22])=[C:11]3[N:10]=[CH:9][N:8]=2)[CH2:5][CH2:4][CH2:3][CH2:2]1, predict the reactants needed to synthesize it. The reactants are: [CH:1]1([NH:6][C:7]2[N:12]3[N:13]=[C:14]([C:16]4[CH:21]=[CH:20][CH:19]=[CH:18][CH:17]=4)[CH:15]=[C:11]3[N:10]=[CH:9][N:8]=2)[CH2:5][CH2:4][CH2:3][CH2:2]1.[I:22]N1C(=O)CCC1=O. (8) Given the product [CH3:11][C:9]1[CH:10]=[C:6]2[N:5]=[C:4]([NH2:12])[CH:3]=[C:2]([C:14]3[CH:19]=[CH:18][C:17]([CH3:20])=[CH:16][CH:15]=3)[N:7]2[N:8]=1, predict the reactants needed to synthesize it. The reactants are: Cl[C:2]1[N:7]2[N:8]=[C:9]([CH3:11])[CH:10]=[C:6]2[N:5]=[C:4]([NH2:12])[CH:3]=1.B(O)(O)[C:14]1[CH:15]=[CH:16][C:17]([CH3:20])=[CH:18][CH:19]=1. (9) Given the product [Cl:17][C:18]1[CH:19]=[C:20]([NH:28][C:29]2[S:30][C:31]([C:34]#[N:35])=[CH:32][N:33]=2)[N:21]=[C:22]([S:1][CH:2]2[CH2:3][CH2:4][N:5]([C:8]([O:10][C:11]([CH3:14])([CH3:13])[CH3:12])=[O:9])[CH2:6][CH2:7]2)[N:23]=1, predict the reactants needed to synthesize it. The reactants are: [SH:1][CH:2]1[CH2:7][CH2:6][N:5]([C:8]([O:10][C:11]([CH3:14])([CH3:13])[CH3:12])=[O:9])[CH2:4][CH2:3]1.[H-].[Na+].[Cl:17][C:18]1[N:23]=[C:22](S(C)(=O)=O)[N:21]=[C:20]([NH:28][C:29]2[S:30][C:31]([C:34]#[N:35])=[CH:32][N:33]=2)[CH:19]=1. (10) Given the product [CH3:15][C:8]1[CH:7]=[C:6]([S:17][CH3:16])[CH:14]=[CH:13][C:9]=1[C:10]([OH:12])=[O:11], predict the reactants needed to synthesize it. The reactants are: S(Cl)(Cl)=O.F[C:6]1[CH:14]=[CH:13][C:9]([C:10]([OH:12])=[O:11])=[C:8]([CH3:15])[CH:7]=1.[CH3:16][S-:17].[Na+].